From a dataset of Catalyst prediction with 721,799 reactions and 888 catalyst types from USPTO. Predict which catalyst facilitates the given reaction. Reactant: C(O[BH-](OC(=O)C)OC(=O)C)(=O)C.[Na+].[CH3:15][N:16]1[CH2:21][CH2:20][NH:19][CH2:18][C:17]1=[O:22].[O:23]1[C:27]2([CH2:32][CH2:31][C:30](=O)[CH2:29][CH2:28]2)[O:26][CH2:25][CH2:24]1.[OH-].[Na+]. Product: [CH3:15][N:16]1[CH2:21][CH2:20][N:19]([CH:30]2[CH2:31][CH2:32][C:27]3([O:26][CH2:25][CH2:24][O:23]3)[CH2:28][CH2:29]2)[CH2:18][C:17]1=[O:22]. The catalyst class is: 411.